Dataset: Reaction yield outcomes from USPTO patents with 853,638 reactions. Task: Predict the reaction yield, written as a fraction of the theoretical maximum amount of product (1.0 means a 100% yield; for example, 0.34 means a 34% yield). (1) The reactants are [N:1]([CH:4]1[CH2:9][CH2:8][CH:7]([O:10][C:11]2[C:16]([F:17])=[CH:15][C:14]([C:18]3[CH:23]=[CH:22][C:21]([S:24]([CH3:27])(=[O:26])=[O:25])=[CH:20][CH:19]=3)=[CH:13][C:12]=2[F:28])[CH2:6][CH2:5]1)=[N+]=[N-]. The catalyst is CO.[Pd]. The product is [F:17][C:16]1[CH:15]=[C:14]([C:18]2[CH:23]=[CH:22][C:21]([S:24]([CH3:27])(=[O:26])=[O:25])=[CH:20][CH:19]=2)[CH:13]=[C:12]([F:28])[C:11]=1[O:10][CH:7]1[CH2:6][CH2:5][CH:4]([NH2:1])[CH2:9][CH2:8]1. The yield is 0.900. (2) The reactants are [O:1]1[C:5]2[CH:6]=[CH:7][C:8]([C:10]3([C:13]([NH:15][C:16]4[CH:17]=[C:18]5[C:22](=[CH:23][C:24]=4[F:25])[NH:21][CH:20]([C:26]([CH3:29])([CH3:28])[CH3:27])[CH2:19]5)=[O:14])[CH2:12][CH2:11]3)=[CH:9][C:4]=2[O:3][CH2:2]1.[O:30]1[CH2:35][CH2:34][CH2:33][CH:32]([CH:36]=O)[CH2:31]1.[BH-](OC(C)=O)(OC(C)=O)OC(C)=O.[Na+]. The catalyst is ClCCl. The product is [O:1]1[C:5]2[CH:6]=[CH:7][C:8]([C:10]3([C:13]([NH:15][C:16]4[CH:17]=[C:18]5[C:22](=[CH:23][C:24]=4[F:25])[N:21]([CH2:36][CH:32]4[CH2:33][CH2:34][CH2:35][O:30][CH2:31]4)[CH:20]([C:26]([CH3:29])([CH3:28])[CH3:27])[CH2:19]5)=[O:14])[CH2:12][CH2:11]3)=[CH:9][C:4]=2[O:3][CH2:2]1. The yield is 0.500. (3) The reactants are [N:1]1([C:6]([NH:8][C:9]([S:11][CH3:12])=[NH:10])=[O:7])[CH:5]=[CH:4]N=[CH:2]1.[CH3:13][O:14][C:15]1[CH:22]=[CH:21]C(CN)=[CH:17][CH:16]=1. The catalyst is O1CCCC1. The product is [CH3:13][O:14][C:15]1[CH:22]=[CH:21][C:4]([CH2:5][N:1]2[CH:2]=[N:10][C:9]([S:11][CH3:12])=[N:8][C:6]2=[O:7])=[CH:17][CH:16]=1. The yield is 0.480. (4) The reactants are [Br:1][C:2]1[C:3]([O:11][CH3:12])=[C:4]([CH:8]=[CH:9][CH:10]=1)[C:5]([OH:7])=[O:6].[C:13](Cl)(=O)C(Cl)=O.CO. The catalyst is C(Cl)Cl.N1C=CC=CC=1. The product is [Br:1][C:2]1[C:3]([O:11][CH3:12])=[C:4]([CH:8]=[CH:9][CH:10]=1)[C:5]([O:7][CH3:13])=[O:6]. The yield is 0.900.